The task is: Predict which catalyst facilitates the given reaction.. This data is from Catalyst prediction with 721,799 reactions and 888 catalyst types from USPTO. (1) Reactant: C(NCC)C.Br[CH2:7][C:8]([C:10]1[CH:15]=[CH:14][CH:13]=[CH:12][CH:11]=1)=[O:9].[C:16](#[N:20])[CH2:17][C:18]#[N:19]. Product: [NH2:20][C:16]1[O:9][C:8]([C:10]2[CH:15]=[CH:14][CH:13]=[CH:12][CH:11]=2)=[CH:7][C:17]=1[C:18]#[N:19]. The catalyst class is: 3. (2) Reactant: [CH3:1][O:2][C@H:3]1[CH2:7][CH2:6][N:5]([C:8](=[O:28])[C@@H:9]([N:16](C)[C:17](=O)OCC2C=CC=CC=2)[C:10]2[CH:15]=[CH:14][CH:13]=[CH:12][CH:11]=2)[CH2:4]1. Product: [CH3:1][O:2][C@H:3]1[CH2:7][CH2:6][N:5]([C:8](=[O:28])[C@@H:9]([NH:16][CH3:17])[C:10]2[CH:15]=[CH:14][CH:13]=[CH:12][CH:11]=2)[CH2:4]1. The catalyst class is: 19. (3) Reactant: Cl[C:2]1[C:11]2[C:6](=[CH:7][CH:8]=[CH:9][CH:10]=2)[C:5]([NH:12][C:13]2[CH:18]=[CH:17][C:16]([O:19][C:20]3[C:25]([C:26]4[CH:31]=[CH:30][N:29]=[C:28]([NH:32][CH3:33])[N:27]=4)=[CH:24][CH:23]=[CH:22][N:21]=3)=[CH:15][CH:14]=2)=[N:4][N:3]=1.[NH:34]1[CH2:39][CH2:38][O:37][CH2:36][CH2:35]1. Product: [CH3:33][NH:32][C:28]1[N:27]=[C:26]([C:25]2[C:20]([O:19][C:16]3[CH:17]=[CH:18][C:13]([NH:12][C:5]4[C:6]5[C:11](=[CH:10][CH:9]=[CH:8][CH:7]=5)[C:2]([N:34]5[CH2:39][CH2:38][O:37][CH2:36][CH2:35]5)=[N:3][N:4]=4)=[CH:14][CH:15]=3)=[N:21][CH:22]=[CH:23][CH:24]=2)[CH:31]=[CH:30][N:29]=1. The catalyst class is: 16.